Task: Predict the reaction yield, written as a fraction of the theoretical maximum amount of product (1.0 means a 100% yield; for example, 0.34 means a 34% yield).. Dataset: Reaction yield outcomes from USPTO patents with 853,638 reactions (1) The reactants are [C:1]1([C:7]2[C:12]3[CH2:13][CH:14]([CH2:16][NH2:17])[O:15][C:11]=3[CH:10]=[CH:9][CH:8]=2)[CH:6]=[CH:5][CH:4]=[CH:3][CH:2]=1.C(N(C(C)C)CC)(C)C.Cl[C:28]([O:30][CH2:31][C:32]1[CH:37]=[CH:36][CH:35]=[CH:34][CH:33]=1)=[O:29].C1(C2C3OC(CNC(=O)OCC4C=CC=CC=4)CC=3C=CC=2)CCCC1. No catalyst specified. The product is [C:1]1([C:7]2[C:12]3[CH2:13][CH:14]([CH2:16][NH:17][C:28](=[O:29])[O:30][CH2:31][C:32]4[CH:37]=[CH:36][CH:35]=[CH:34][CH:33]=4)[O:15][C:11]=3[CH:10]=[CH:9][CH:8]=2)[CH:2]=[CH:3][CH:4]=[CH:5][CH:6]=1. The yield is 0.700. (2) The reactants are [CH2:1]([CH:9]([CH2:16][CH2:17][C:18]1[CH:23]=[CH:22][CH:21]=[CH:20][CH:19]=1)[CH2:10][C:11]([O:13]CC)=[O:12])[CH2:2][C:3]1[CH:8]=[CH:7][CH:6]=[CH:5][CH:4]=1.[OH-].[K+].Cl. The catalyst is C(O)C.O. The product is [CH2:16]([CH:9]([CH2:1][CH2:2][C:3]1[CH:8]=[CH:7][CH:6]=[CH:5][CH:4]=1)[CH2:10][C:11]([OH:13])=[O:12])[CH2:17][C:18]1[CH:23]=[CH:22][CH:21]=[CH:20][CH:19]=1. The yield is 0.740. (3) The reactants are C(Cl)(=O)C(Cl)=O.CS(C)=O.[F:11][CH:12]([F:33])[O:13][C:14]1[CH:19]=[CH:18][C:17]([CH:20]([OH:32])[CH:21]2[CH2:24][N:23]([C:25]([O:27][C:28]([CH3:31])([CH3:30])[CH3:29])=[O:26])[CH2:22]2)=[CH:16][CH:15]=1.C(N(CC)CC)C. The catalyst is C(Cl)Cl. The product is [F:33][CH:12]([F:11])[O:13][C:14]1[CH:19]=[CH:18][C:17]([C:20]([CH:21]2[CH2:24][N:23]([C:25]([O:27][C:28]([CH3:29])([CH3:30])[CH3:31])=[O:26])[CH2:22]2)=[O:32])=[CH:16][CH:15]=1. The yield is 0.960. (4) The reactants are [F:1][C:2]1([F:8])[CH2:7][CH2:6][NH:5][CH2:4][CH2:3]1.[Cl:9][C:10]1[CH:11]=[C:12]([CH:35]=[CH:36][C:37]=1[O:38][CH2:39][C:40]1[CH:45]=[CH:44][CH:43]=[C:42]([F:46])[CH:41]=1)[NH:13][C:14]1[C:23]2[C:18](=[CH:19][C:20]([O:31][CH2:32][CH2:33]Cl)=[CH:21][C:22]=2[O:24][CH:25]2[CH2:30][CH2:29][O:28][CH2:27][CH2:26]2)[N:17]=[CH:16][N:15]=1. No catalyst specified. The product is [Cl:9][C:10]1[CH:11]=[C:12]([CH:35]=[CH:36][C:37]=1[O:38][CH2:39][C:40]1[CH:45]=[CH:44][CH:43]=[C:42]([F:46])[CH:41]=1)[NH:13][C:14]1[C:23]2[C:18](=[CH:19][C:20]([O:31][CH2:32][CH2:33][N:5]3[CH2:6][CH2:7][C:2]([F:8])([F:1])[CH2:3][CH2:4]3)=[CH:21][C:22]=2[O:24][CH:25]2[CH2:30][CH2:29][O:28][CH2:27][CH2:26]2)[N:17]=[CH:16][N:15]=1. The yield is 0.230. (5) The reactants are [Br:1][C:2]1[CH:7]=[C:6](SCC)[CH:5]=[CH:4][C:3]=1[F:11].[CH:12]1C=C(Cl)C=C(C(OO)=O)[CH:13]=1.[O-:23][S:24]([O-:27])(=S)=O.[Na+].[Na+]. The catalyst is C(Cl)Cl. The product is [Br:1][C:2]1[CH:7]=[C:6]([S:24]([CH2:12][CH3:13])(=[O:27])=[O:23])[CH:5]=[CH:4][C:3]=1[F:11]. The yield is 0.500.